Dataset: NCI-60 drug combinations with 297,098 pairs across 59 cell lines. Task: Regression. Given two drug SMILES strings and cell line genomic features, predict the synergy score measuring deviation from expected non-interaction effect. (1) Drug 1: C1C(C(OC1N2C=C(C(=O)NC2=O)F)CO)O. Drug 2: CC1=C2C(C(=O)C3(C(CC4C(C3C(C(C2(C)C)(CC1OC(=O)C(C(C5=CC=CC=C5)NC(=O)C6=CC=CC=C6)O)O)OC(=O)C7=CC=CC=C7)(CO4)OC(=O)C)O)C)OC(=O)C. Cell line: HCC-2998. Synergy scores: CSS=39.0, Synergy_ZIP=-3.06, Synergy_Bliss=-4.38, Synergy_Loewe=-6.68, Synergy_HSA=2.12. (2) Drug 1: C1CN1P(=S)(N2CC2)N3CC3. Drug 2: CN(CCCl)CCCl.Cl. Cell line: UACC62. Synergy scores: CSS=13.9, Synergy_ZIP=-8.18, Synergy_Bliss=-3.00, Synergy_Loewe=-8.96, Synergy_HSA=-1.49.